This data is from Forward reaction prediction with 1.9M reactions from USPTO patents (1976-2016). The task is: Predict the product of the given reaction. (1) Given the reactants [CH3:1][Si:2]([CH3:19])([CH3:18])[CH2:3][CH2:4][O:5][CH2:6][N:7]1[C:11]([CH2:12][C:13]([O:15]CC)=[O:14])=[N:10][N:9]=[N:8]1.[Li+].[OH-], predict the reaction product. The product is: [CH3:18][Si:2]([CH3:1])([CH3:19])[CH2:3][CH2:4][O:5][CH2:6][N:7]1[C:11]([CH2:12][C:13]([OH:15])=[O:14])=[N:10][N:9]=[N:8]1. (2) Given the reactants [CH3:1][O:2][C:3]1[CH:12]=[CH:11][C:6]([CH2:7][CH:8]2[CH2:10][O:9]2)=[CH:5][CH:4]=1.[N-:13]=[N+:14]=[N-:15].[Na+], predict the reaction product. The product is: [N:13]([CH2:10][CH:8]([OH:9])[CH2:7][C:6]1[CH:11]=[CH:12][C:3]([O:2][CH3:1])=[CH:4][CH:5]=1)=[N+:14]=[N-:15]. (3) Given the reactants [Br:1][C:2]1[CH:10]=[CH:9][C:5]([C:6](Cl)=[O:7])=[C:4]([F:11])[CH:3]=1.C(N(CC)CC)C.[CH:19]1([NH2:25])[CH2:24][CH2:23][CH2:22][CH2:21][CH2:20]1, predict the reaction product. The product is: [Br:1][C:2]1[CH:10]=[CH:9][C:5]([C:6]([NH:25][CH:19]2[CH2:24][CH2:23][CH2:22][CH2:21][CH2:20]2)=[O:7])=[C:4]([F:11])[CH:3]=1. (4) Given the reactants [O:1]1[C:10]2[C:5](=[N:6][CH:7]=[CH:8][CH:9]=2)[CH:4]=[C:3]([CH2:11][OH:12])[CH2:2]1.[H][H], predict the reaction product. The product is: [O:1]1[C:10]2[C:5](=[N:6][CH:7]=[CH:8][CH:9]=2)[CH2:4][CH:3]([CH2:11][OH:12])[CH2:2]1. (5) Given the reactants [Cl:1][C:2]1[CH:7]=[C:6]([CH3:8])[CH:5]=[CH:4][C:3]=1[C:9]([F:12])([F:11])[F:10].[Br:13]N1C(=O)CCC1=O, predict the reaction product. The product is: [Br:13][CH2:8][C:6]1[CH:5]=[CH:4][C:3]([C:9]([F:10])([F:11])[F:12])=[C:2]([Cl:1])[CH:7]=1. (6) Given the reactants [CH3:1][C:2]([CH3:16])([CH3:15])[CH2:3][N:4]1[CH2:8][CH2:7][CH:6]([N:9]2[CH:13]=[C:12]([NH2:14])[N:11]=[CH:10]2)[CH2:5]1.[F:17][C:18]1[CH:19]=[C:20]([CH2:25][C:26]([NH:28][CH:29]([CH2:33][CH2:34][CH3:35])[C:30](O)=[O:31])=[O:27])[CH:21]=[C:22]([F:24])[CH:23]=1, predict the reaction product. The product is: [CH3:1][C:2]([CH3:16])([CH3:15])[CH2:3][N:4]1[CH2:8][CH2:7][CH:6]([N:9]2[CH:13]=[C:12]([NH:14][C:30](=[O:31])[CH:29]([NH:28][C:26](=[O:27])[CH2:25][C:20]3[CH:21]=[C:22]([F:24])[CH:23]=[C:18]([F:17])[CH:19]=3)[CH2:33][CH2:34][CH3:35])[N:11]=[CH:10]2)[CH2:5]1. (7) The product is: [CH:1]1([N:7]2[CH2:13][C:12]([F:14])([F:15])[C:11](=[O:16])[N:10]([CH3:17])[C:9]3[CH:18]=[N:19][C:20]([NH:22][C:23]4[CH:31]=[CH:30][C:26]([C:27]([NH:68][CH:65]5[CH2:66][CH2:67][N:62]([S:59]([CH3:58])(=[O:61])=[O:60])[CH2:63][CH2:64]5)=[O:29])=[CH:25][C:24]=4[O:32][CH3:33])=[N:21][C:8]2=3)[CH2:2][CH2:3][CH2:4][CH2:5][CH2:6]1. Given the reactants [CH:1]1([N:7]2[CH2:13][C:12]([F:15])([F:14])[C:11](=[O:16])[N:10]([CH3:17])[C:9]3[CH:18]=[N:19][C:20]([NH:22][C:23]4[CH:31]=[CH:30][C:26]([C:27]([OH:29])=O)=[CH:25][C:24]=4[O:32][CH3:33])=[N:21][C:8]2=3)[CH2:6][CH2:5][CH2:4][CH2:3][CH2:2]1.CN(C(ON1N=NC2C=CC=NC1=2)=[N+](C)C)C.F[P-](F)(F)(F)(F)F.[CH3:58][S:59]([N:62]1[CH2:67][CH2:66][CH:65]([NH2:68])[CH2:64][CH2:63]1)(=[O:61])=[O:60], predict the reaction product. (8) Given the reactants CN1CCOCC1.[Br:8][C:9]1[CH:14]=[CH:13][C:12]([C:15](=[O:33])[CH2:16][NH:17][C:18]([CH2:20][N:21]([CH2:29][C:30](O)=[O:31])[C:22]([O:24][C:25]([CH3:28])([CH3:27])[CH3:26])=[O:23])=[O:19])=[CH:11][CH:10]=1.CN(C(ON1N=NC2C=CC=NC1=2)=[N+](C)C)C.F[P-](F)(F)(F)(F)F.Cl.[CH3:59][O:60][C:61](=[O:67])[C@@H:62]([CH:64]([CH3:66])[CH3:65])[NH2:63], predict the reaction product. The product is: [CH3:59][O:60][C:61](=[O:67])[CH:62]([NH:63][C:30](=[O:31])[CH2:29][N:21]([CH2:20][C:18](=[O:19])[NH:17][CH2:16][C:15]([C:12]1[CH:13]=[CH:14][C:9]([Br:8])=[CH:10][CH:11]=1)=[O:33])[C:22]([O:24][C:25]([CH3:27])([CH3:28])[CH3:26])=[O:23])[CH:64]([CH3:66])[CH3:65]. (9) Given the reactants [CH3:1][O:2][C:3](=[O:34])[CH:4]([C:9]1[CH:10]=[C:11]([C:23]2[CH:28]=[C:27]([F:29])[CH:26]=[C:25]([C:30]([F:33])([F:32])[F:31])[CH:24]=2)[CH:12]=[C:13](OS(C(F)(F)F)(=O)=O)[CH:14]=1)[CH2:5][CH:6]([CH3:8])[CH3:7].[F:35][C:36]([F:49])([F:48])[C:37]1[CH:43]=[CH:42][C:41]([C:44]([F:47])([F:46])[F:45])=[CH:40][C:38]=1[NH2:39], predict the reaction product. The product is: [CH3:1][O:2][C:3](=[O:34])[CH:4]([C:9]1[CH:10]=[C:11]([C:23]2[CH:28]=[C:27]([F:29])[CH:26]=[C:25]([C:30]([F:32])([F:33])[F:31])[CH:24]=2)[CH:12]=[C:13]([NH:39][C:38]2[CH:40]=[C:41]([C:44]([F:45])([F:46])[F:47])[CH:42]=[CH:43][C:37]=2[C:36]([F:35])([F:48])[F:49])[CH:14]=1)[CH2:5][CH:6]([CH3:7])[CH3:8].